Dataset: Forward reaction prediction with 1.9M reactions from USPTO patents (1976-2016). Task: Predict the product of the given reaction. (1) Given the reactants [F:1][C:2]1[CH:30]=[CH:29][CH:28]=[CH:27][C:3]=1[CH2:4][N:5]1[C:9]2=[N:10][CH:11]=[CH:12][CH:13]=[C:8]2[C:7]([C:14]2[N:15]=[C:16](I)[C:17]3[C:22]([CH3:24])([CH3:23])[C:21](=[O:25])[NH:20][C:18]=3[N:19]=2)=[N:6]1.CC1(C)C(C)(C)OB([C:39]2[NH:43][N:42]=[CH:41][CH:40]=2)O1.C(=O)([O-])[O-].[K+].[K+], predict the reaction product. The product is: [F:1][C:2]1[CH:30]=[CH:29][CH:28]=[CH:27][C:3]=1[CH2:4][N:5]1[C:9]2=[N:10][CH:11]=[CH:12][CH:13]=[C:8]2[C:7]([C:14]2[N:15]=[C:16]([C:39]3[NH:43][N:42]=[CH:41][CH:40]=3)[C:17]3[C:22]([CH3:24])([CH3:23])[C:21](=[O:25])[NH:20][C:18]=3[N:19]=2)=[N:6]1. (2) Given the reactants [CH3:1][O:2][C:3](=[O:38])[C@@H:4]([NH:14][C:15]([C:17]1[C:18]([C:34]([F:37])([F:36])[F:35])=[N:19][C:20]([NH:23][CH2:24][CH2:25][CH2:26][C:27]2[CH:32]=[CH:31][CH:30]=[C:29]([OH:33])[CH:28]=2)=[N:21][CH:22]=1)=[O:16])[CH2:5][NH:6][C:7](OC(C)(C)C)=[O:8].C(O)(C(F)(F)F)=O.C(N(CC)CC)C.[S:53]1[CH:57]=[CH:56][CH:55]=[C:54]1C(O)=O.CN(C(ON1N=NC2C=CC=CC1=2)=[N+](C)C)C.F[P-](F)(F)(F)(F)F.C1C=CC2N(O)N=NC=2C=1, predict the reaction product. The product is: [CH3:1][O:2][C:3](=[O:38])[C@@H:4]([NH:14][C:15]([C:17]1[C:18]([C:34]([F:35])([F:37])[F:36])=[N:19][C:20]([NH:23][CH2:24][CH2:25][CH2:26][C:27]2[CH:32]=[CH:31][CH:30]=[C:29]([OH:33])[CH:28]=2)=[N:21][CH:22]=1)=[O:16])[CH2:5][NH:6][C:7]([C:54]1[S:53][CH:57]=[CH:56][CH:55]=1)=[O:8]. (3) Given the reactants [C:1](O[C@@H](C1C(C)=CC2C(=CC=C(OS(C(F)(F)F)(=O)=O)C=2)C=1C1C=CC(Cl)=CC=1)C(OCC)=O)([CH3:4])([CH3:3])[CH3:2].[Cl:38][C:39]1[CH:48]=[C:47]2[C:42]([CH:43]=[C:44]([CH3:63])[C:45]([CH:56]([OH:62])[C:57]([O:59][CH2:60][CH3:61])=[O:58])=[C:46]2[C:49]2[CH:54]=[CH:53][C:52]([Cl:55])=[CH:51][CH:50]=2)=[CH:41][CH:40]=1, predict the reaction product. The product is: [C:1]([O:62][CH:56]([C:45]1[C:44]([CH3:63])=[CH:43][C:42]2[C:47](=[CH:48][C:39]([Cl:38])=[CH:40][CH:41]=2)[C:46]=1[C:49]1[CH:50]=[CH:51][C:52]([Cl:55])=[CH:53][CH:54]=1)[C:57]([O:59][CH2:60][CH3:61])=[O:58])([CH3:4])([CH3:3])[CH3:2]. (4) Given the reactants [Cl:1][C:2]1[CH:18]=[CH:17][C:5]([O:6][C:7]2[CH:12]=[CH:11][C:10]([OH:13])=[C:9]([CH2:14][CH2:15][CH3:16])[CH:8]=2)=[CH:4][CH:3]=1.[S:19](O[S:19]([C:22]([F:25])([F:24])[F:23])(=[O:21])=[O:20])([C:22]([F:25])([F:24])[F:23])(=[O:21])=[O:20], predict the reaction product. The product is: [F:23][C:22]([F:25])([F:24])[S:19]([O:13][C:10]1[CH:11]=[CH:12][C:7]([O:6][C:5]2[CH:17]=[CH:18][C:2]([Cl:1])=[CH:3][CH:4]=2)=[CH:8][C:9]=1[CH2:14][CH2:15][CH3:16])(=[O:21])=[O:20]. (5) Given the reactants [Cl:1][C:2]1[CH:10]=[CH:9][C:8]2[N:7]([CH2:11][C:12]([O:14]CC)=O)[C:6]3[CH2:17][CH2:18][N:19]([CH3:21])[CH2:20][C:5]=3[C:4]=2[CH:3]=1.C(Cl)(=O)C(Cl)=O.[CH:28]1([NH2:34])[CH2:33][CH2:32][CH2:31][CH2:30][CH2:29]1.C(O)(C(F)(F)F)=O, predict the reaction product. The product is: [Cl:1][C:2]1[CH:10]=[CH:9][C:8]2[N:7]([CH2:11][C:12]([NH:34][CH:28]3[CH2:33][CH2:32][CH2:31][CH2:30][CH2:29]3)=[O:14])[C:6]3[CH2:17][CH2:18][N:19]([CH3:21])[CH2:20][C:5]=3[C:4]=2[CH:3]=1. (6) The product is: [CH:5]1[C:6]2[C:12]3[C:13]4[CH:14]=[CH:15][CH:16]=[CH:17][C:18]=4[N:10]([S:7](=[O:9])(=[O:8])[C:1]=2[CH:2]=[CH:3][CH:4]=1)[CH:11]=3. Given the reactants [C:1]1([S:7]([N:10]2[C:18]3[C:13](=[CH:14][CH:15]=[CH:16][C:17]=3Br)[CH:12]=[CH:11]2)(=[O:9])=[O:8])[CH:6]=[CH:5][CH:4]=[CH:3][CH:2]=1.C([O-])(=O)C.[K+], predict the reaction product. (7) Given the reactants [Cl:1][C:2]1[C:3]([CH:8]([CH3:11])[CH:9]=O)=[N:4][CH:5]=[CH:6][CH:7]=1.[OH-].[K+].[CH:14]([C:16]([CH3:18])=[O:17])=[CH2:15], predict the reaction product. The product is: [Cl:1][C:2]1[C:3]([C:8]2([CH3:11])[CH2:15][CH2:14][C:16](=[O:17])[CH:18]=[CH:9]2)=[N:4][CH:5]=[CH:6][CH:7]=1.